From a dataset of Peptide-MHC class I binding affinity with 185,985 pairs from IEDB/IMGT. Regression. Given a peptide amino acid sequence and an MHC pseudo amino acid sequence, predict their binding affinity value. This is MHC class I binding data. (1) The peptide sequence is WPISAILWF. The MHC is HLA-A68:02 with pseudo-sequence HLA-A68:02. The binding affinity (normalized) is 0.0902. (2) The peptide sequence is MVLLTMKEK. The MHC is HLA-A30:01 with pseudo-sequence HLA-A30:01. The binding affinity (normalized) is 0.267. (3) The binding affinity (normalized) is 0.162. The peptide sequence is IRYPKTFGW. The MHC is Mamu-B03 with pseudo-sequence Mamu-B03. (4) The peptide sequence is RRRTPKKAKAN. The MHC is Mamu-B03 with pseudo-sequence Mamu-B03. The binding affinity (normalized) is 0.396. (5) The MHC is HLA-A68:02 with pseudo-sequence HLA-A68:02. The binding affinity (normalized) is 0. The peptide sequence is ALMEITSRY. (6) The peptide sequence is NYFKKVDGI. The MHC is HLA-A29:02 with pseudo-sequence HLA-A29:02. The binding affinity (normalized) is 0.276. (7) The peptide sequence is HEWKIPLLI. The MHC is HLA-C04:01 with pseudo-sequence HLA-C04:01. The binding affinity (normalized) is 0.213. (8) The peptide sequence is SHAAIGAYL. The MHC is HLA-B15:09 with pseudo-sequence HLA-B15:09. The binding affinity (normalized) is 0.872.